Task: Regression/Classification. Given a drug SMILES string, predict its toxicity properties. Task type varies by dataset: regression for continuous values (e.g., LD50, hERG inhibition percentage) or binary classification for toxic/non-toxic outcomes (e.g., AMES mutagenicity, cardiotoxicity, hepatotoxicity). Dataset: ames.. Dataset: Ames mutagenicity test results for genotoxicity prediction (1) The compound is Cn1c(N=[N+]=[N-])nc2c3ccccc3ccc21. The result is 1 (mutagenic). (2) The molecule is COc1c2ccccc2[n+]([O-])c2occc12. The result is 0 (non-mutagenic). (3) The molecule is Cc1ccc(S(=O)(=O)OCC2CO2)cc1. The result is 1 (mutagenic). (4) The compound is CCCCCCCCCCCCCCCC[C@H]1CO1. The result is 0 (non-mutagenic). (5) The compound is Nc1c(Cl)cc(Cl)cc1Cl. The result is 0 (non-mutagenic). (6) The molecule is CC(=O)Nc1ccc(N=Nc2cc(C)ccc2O)cc1. The result is 1 (mutagenic).